This data is from M1 muscarinic receptor agonist screen with 61,833 compounds. The task is: Binary Classification. Given a drug SMILES string, predict its activity (active/inactive) in a high-throughput screening assay against a specified biological target. (1) The molecule is Brc1cc(Cl)c(OCCCON2C(=O)CCC2=O)cc1. The result is 0 (inactive). (2) The molecule is S(=O)(=O)(NCCSc1n(c(nn1)c1occc1)c1ccccc1)c1ccccc1. The result is 0 (inactive). (3) The result is 0 (inactive). The compound is S(CC(=O)N(C(C)C)C(C)C)c1oc(nn1)c1cc(OC)cc(OC)c1. (4) The result is 0 (inactive). The compound is O=c1n(CCC(=O)NCCc2ccccc2)c(=O)c2c(n1CC(=O)NCCOC)cccc2. (5) The drug is O=C1N(C2N(C(=O)N(C(C2C(N1C)c1ccccc1)C)C)C)C. The result is 0 (inactive). (6) The compound is S(=O)(=O)(N1CCC(CC1)C(=O)NC1CCCc2c1cccc2)c1c2nsnc2ccc1. The result is 0 (inactive). (7) The molecule is O1CCN(CC1)C(=O)c1ccc(nc1)C(=O)N1CCOCC1. The result is 0 (inactive).